Predict the product of the given reaction. From a dataset of Forward reaction prediction with 1.9M reactions from USPTO patents (1976-2016). (1) Given the reactants CN(C(ON1N=NC2C=CC=NC1=2)=[N+](C)C)C.F[P-](F)(F)(F)(F)F.[Cl:25][C:26]1[N:30]2[CH:31]=[C:32]([C:39]3[O:40][CH:41]=[CH:42][CH:43]=3)[CH:33]=[C:34]([C:35]([F:38])([F:37])[F:36])[C:29]2=[N:28][C:27]=1[C:44](O)=[O:45].[CH3:47][N:48]1[C:52]([CH2:53][NH2:54])=[CH:51][N:50]=[CH:49]1, predict the reaction product. The product is: [CH3:47][N:48]1[C:52]([CH2:53][NH:54][C:44]([C:27]2[N:28]=[C:29]3[C:34]([C:35]([F:37])([F:38])[F:36])=[CH:33][C:32]([C:39]4[O:40][CH:41]=[CH:42][CH:43]=4)=[CH:31][N:30]3[C:26]=2[Cl:25])=[O:45])=[CH:51][N:50]=[CH:49]1. (2) Given the reactants F[C:2]1[C:11]([F:12])=[C:10]([F:13])[CH:9]=[C:8]2[C:3]=1[C:4](=[O:23])[C:5]([C:20]([O-:22])=[O:21])=[CH:6][N:7]2[CH:14]1[CH2:19][CH2:18][O:17][CH2:16][CH2:15]1.[CH2:24]([NH2:31])[C:25]1[CH:30]=[CH:29][CH:28]=[CH:27][CH:26]=1.[CH2:32](N(CC)CC)[CH3:33].O, predict the reaction product. The product is: [CH2:24]([NH:31][C:2]1[C:11]([F:12])=[C:10]([F:13])[CH:9]=[C:8]2[C:3]=1[C:4](=[O:23])[C:5]([C:20]([O:22][CH2:32][CH3:33])=[O:21])=[CH:6][N:7]2[CH:14]1[CH2:19][CH2:18][O:17][CH2:16][CH2:15]1)[C:25]1[CH:30]=[CH:29][CH:28]=[CH:27][CH:26]=1. (3) The product is: [F:37][C:35]([F:36])([F:38])[CH2:34][N:30]1[C:29]([C:23]2[N:22]=[C:21]3[C:20]4[CH:39]=[CH:40][C:17]([N:14]5[CH2:15][CH2:16][NH:11][CH2:12][C@H:13]5[C:41]([NH2:42])=[O:43])=[CH:18][C:19]=4[O:28][CH2:27][CH2:26][N:25]3[CH:24]=2)=[N:33][CH:32]=[N:31]1. Given the reactants C(OC([N:11]1[CH2:16][CH2:15][N:14]([C:17]2[CH:40]=[CH:39][C:20]3[C:21]4[N:25]([CH2:26][CH2:27][O:28][C:19]=3[CH:18]=2)[CH:24]=[C:23]([C:29]2[N:30]([CH2:34][C:35]([F:38])([F:37])[F:36])[N:31]=[CH:32][N:33]=2)[N:22]=4)[C@H:13]([C:41](=[O:43])[NH2:42])[CH2:12]1)=O)C1C=CC=CC=1, predict the reaction product. (4) Given the reactants C([O:4][C:5]1[CH:10]=[CH:9][CH:8]=[C:7]([F:11])[C:6]=1[C:12]1[CH:17]=[CH:16][CH:15]=[CH:14][C:13]=1[Cl:18])C=C.[C:19]1(C)[CH:24]=C(C)C=C(C)[CH:20]=1, predict the reaction product. The product is: [CH2:24]([C:10]1[CH:9]=[CH:8][C:7]([F:11])=[C:6]([C:12]2[CH:17]=[CH:16][CH:15]=[CH:14][C:13]=2[Cl:18])[C:5]=1[OH:4])[CH:19]=[CH2:20]. (5) Given the reactants Cl[C:2]1[CH:7]=[CH:6][C:5]([N+:8]([O-:10])=[O:9])=[CH:4][C:3]=1[N+:11]([O-])=O.CN(C)[CH:16]=[S:17].C1(C)C(C)=CC=CC=1, predict the reaction product. The product is: [N+:8]([C:5]1[CH:6]=[CH:7][C:2]2[S:17][CH:16]=[N:11][C:3]=2[CH:4]=1)([O-:10])=[O:9]. (6) Given the reactants [CH3:1][O:2][C:3](=[O:19])[C:4]1[CH:9]=[C:8]([Cl:10])[C:7]([N+:11]([O-:13])=[O:12])=[CH:6][C:5]=1[O:14][CH2:15][CH2:16][CH2:17]Br.[F:20][C:21]1[CH:36]=[CH:35][C:24]([CH2:25][C:26]2([OH:34])[CH2:31][CH2:30][NH:29][CH2:28][C:27]2([CH3:33])[CH3:32])=[CH:23][CH:22]=1.C([O-])([O-])=O.[K+].[K+], predict the reaction product. The product is: [CH3:1][O:2][C:3](=[O:19])[C:4]1[CH:9]=[C:8]([Cl:10])[C:7]([N+:11]([O-:13])=[O:12])=[CH:6][C:5]=1[O:14][CH2:15][CH2:16][CH2:17][N:29]1[CH2:30][CH2:31][C:26]([CH2:25][C:24]2[CH:23]=[CH:22][C:21]([F:20])=[CH:36][CH:35]=2)([OH:34])[C:27]([CH3:33])([CH3:32])[CH2:28]1. (7) The product is: [Cl:160][C:161]([C@:163]12[CH2:198][CH2:197][C@@H:196]([C:199]([CH3:201])=[CH2:200])[C@@H:164]1[C@@H:165]1[C@@:178]([CH3:177])([CH2:179][CH2:180]2)[C@@:44]2([CH3:111])[C@@H:43]([C@:42]3([CH3:41])[C@@H:47]([CH2:46][CH2:45]2)[C:52]([CH3:57])([CH3:50])[C:53]([C:100]2[CH:101]=[CH:102][C:103]([C:104]([O:106][CH3:107])=[O:105])=[C:98]([F:97])[CH:99]=2)=[CH:54][CH2:55]3)[CH2:167][CH2:166]1)=[O:162]. Given the reactants C[C@]12[C@@]3(C)[C@@H]([C@]4(C)[C@@H](CC3)C(C)(C)C(OS(C(F)(F)F)(=O)=O)=CC4)CC[C@@H]1[C@H]1[C@H](C(C)=C)CC[C@]1(C(O[CH2:41][C:42]1[CH:47]=[CH:46][CH:45]=[CH:44][CH:43]=1)=O)CC2.CO[C:50]([C:52]1[CH:57]=C[C:55](C2C(C)(C)[C@H]3[C@](C)(CC=2)[C@@H]2[C@](C)([C@@]4(C)[C@H](CC2)[C@H]2[C@H](C(C)=C)CC[C@]2(C(OCC2C=CC=CC=2)=O)CC4)CC3)=[CH:54][CH:53]=1)=O.[F:97][C:98]1[CH:99]=[C:100](B(O)O)[CH:101]=[CH:102][C:103]=1[C:104]([O:106][CH3:107])=[O:105].[CH3:111]OC(C1C=CC(C2C(C)(C)[C@H]3[C@](C)(CC=2)[C@@H]2[C@](C)([C@@]4(C)[C@H](CC2)[C@H]2[C@H](C(C)=C)CC[C@]2(C(O[Si](C(C)(C)C)(C)C)=O)CC4)CC3)=CC=1)=O.[Cl:160][C:161]([C@:163]12[CH2:198][CH2:197][C@@H:196]([C:199]([CH3:201])=[CH2:200])[C@@H:164]1[C@@H:165]1[C@@:178](C)([CH2:179][CH2:180]2)[C@@:177]2(C)[C@@H]([C@]3(C)[C@@H](CC2)C(C)(C)C(C2C=CC(C(OC)=O)=CC=2)=CC3)[CH2:167][CH2:166]1)=[O:162], predict the reaction product. (8) Given the reactants [C:1]1([CH:7]2[S:12][CH2:11][CH2:10][CH2:9][S:8]2)[CH:6]=[CH:5][CH:4]=[CH:3][CH:2]=1.C([Li])CCC.[C:18]([O:22][C:23](=[O:32])[NH:24][C@H:25]([CH:30]=[O:31])[CH2:26][CH2:27][CH2:28][CH3:29])([CH3:21])([CH3:20])[CH3:19].C(O)(=O)C, predict the reaction product. The product is: [C:18]([O:22][C:23](=[O:32])[NH:24][C@H:25]([CH:30]([OH:31])[C:7]1([C:1]2[CH:2]=[CH:3][CH:4]=[CH:5][CH:6]=2)[S:8][CH2:9][CH2:10][CH2:11][S:12]1)[CH2:26][CH2:27][CH2:28][CH3:29])([CH3:19])([CH3:20])[CH3:21]. (9) Given the reactants [NH2:1][C:2]1[CH:7]=[CH:6][C:5]([C:8]2[N:13]3[N:14]=[C:15]([NH:17][C:18]4[CH:23]=[CH:22][C:21]([O:24][CH2:25][CH2:26][N:27]5[CH2:31][CH2:30][CH2:29][CH2:28]5)=[CH:20][CH:19]=4)[N:16]=[C:12]3[CH:11]=[CH:10][CH:9]=2)=[CH:4][CH:3]=1.C(O)(=O)C.[Cl:36][C:37]1[CH:38]=[C:39]([CH:42]=[CH:43][CH:44]=1)[CH:40]=O, predict the reaction product. The product is: [Cl:36][C:37]1[CH:38]=[C:39]([CH:42]=[CH:43][CH:44]=1)[CH2:40][NH:1][C:2]1[CH:7]=[CH:6][C:5]([C:8]2[N:13]3[N:14]=[C:15]([NH:17][C:18]4[CH:23]=[CH:22][C:21]([O:24][CH2:25][CH2:26][N:27]5[CH2:28][CH2:29][CH2:30][CH2:31]5)=[CH:20][CH:19]=4)[N:16]=[C:12]3[CH:11]=[CH:10][CH:9]=2)=[CH:4][CH:3]=1.